Dataset: Catalyst prediction with 721,799 reactions and 888 catalyst types from USPTO. Task: Predict which catalyst facilitates the given reaction. (1) Reactant: [CH3:1][C:2]([C:5]1[C:10]([O:11][CH2:12][C:13]2[N:14]([CH2:18]C)[N:15]=[CH:16][N:17]=2)=[N:9][N:8]2[C:20]([C:23]3[C:28]([F:29])=[CH:27][CH:26]=[C:25]([F:30])[C:24]=3[F:31])=[N:21][N:22]=[C:7]2[CH:6]=1)([CH3:4])[CH3:3].CN1C(CO)=NC=N1.C(=O)([O-])[O-].[Cs+].[Cs+]. Product: [CH3:4][C:2]([C:5]1[C:10]([O:11][CH2:12][C:13]2[N:14]([CH3:18])[N:15]=[CH:16][N:17]=2)=[N:9][N:8]2[C:20]([C:23]3[C:28]([F:29])=[CH:27][CH:26]=[C:25]([F:30])[C:24]=3[F:31])=[N:21][N:22]=[C:7]2[CH:6]=1)([CH3:1])[CH3:3]. The catalyst class is: 16. (2) The catalyst class is: 20. Product: [CH3:1][S:2]([CH:3]1[C:31]2[C:26](=[CH:27][CH:28]=[CH:29][CH:30]=2)[C:5]2([CH2:10][CH2:9][N:8]([C:11]([NH:13][C:14]3[CH:19]=[CH:18][C:17]([C:20]4[CH:21]=[CH:22][CH:23]=[CH:24][CH:25]=4)=[CH:16][CH:15]=3)=[O:12])[CH2:7][CH2:6]2)[CH2:4]1)=[O:34]. Reactant: [CH3:1][S:2][CH:3]1[C:31]2[C:26](=[CH:27][CH:28]=[CH:29][CH:30]=2)[C:5]2([CH2:10][CH2:9][N:8]([C:11]([NH:13][C:14]3[CH:19]=[CH:18][C:17]([C:20]4[CH:25]=[CH:24][CH:23]=[CH:22][CH:21]=4)=[CH:16][CH:15]=3)=[O:12])[CH2:7][CH2:6]2)[CH2:4]1.[Na].C[OH:34]. (3) Reactant: [CH2:1]([N:3]1[CH:7]=[CH:6][C:5]([CH2:8][N:9]2[C:14]3[CH:15]=[C:16]([C:18]4[CH:23]=[CH:22][CH:21]=[CH:20][CH:19]=4)[S:17][C:13]=3[C:12](=[O:24])[N:11]([CH:25]3[CH2:30][CH2:29][N:28](C(OC(C)(C)C)=O)[CH2:27][CH2:26]3)[C:10]2=[O:38])=[N:4]1)[CH3:2].[F:39][C:40]([F:45])([F:44])[C:41]([OH:43])=[O:42]. Product: [F:39][C:40]([F:45])([F:44])[C:41]([OH:43])=[O:42].[CH2:1]([N:3]1[CH:7]=[CH:6][C:5]([CH2:8][N:9]2[C:14]3[CH:15]=[C:16]([C:18]4[CH:23]=[CH:22][CH:21]=[CH:20][CH:19]=4)[S:17][C:13]=3[C:12](=[O:24])[N:11]([CH:25]3[CH2:26][CH2:27][NH:28][CH2:29][CH2:30]3)[C:10]2=[O:38])=[N:4]1)[CH3:2]. The catalyst class is: 2. (4) Reactant: C[O-].[Na+].[CH3:4][O:5][C:6]1[CH:11]=[CH:10][C:9]([CH2:12][C:13](=O)[CH3:14])=[CH:8][CH:7]=1.[N:16]([C:19]1[CH:24]=[CH:23][C:22]([C:25]([F:28])([F:27])[F:26])=[CH:21][C:20]=1[F:29])=[N+:17]=[N-:18]. The catalyst class is: 5. Product: [F:29][C:20]1[CH:21]=[C:22]([C:25]([F:28])([F:27])[F:26])[CH:23]=[CH:24][C:19]=1[N:16]1[C:13]([CH3:14])=[C:12]([C:9]2[CH:10]=[CH:11][C:6]([O:5][CH3:4])=[CH:7][CH:8]=2)[N:18]=[N:17]1. (5) Reactant: [F:1][C:2]1[C:3]([NH:28][CH:29]([C:33]([CH3:36])([CH3:35])[CH3:34])[CH2:30][CH2:31][OH:32])=[N:4][C:5]([C:8]2[C:16]3[C:11](=[N:12][CH:13]=[C:14]([F:17])[CH:15]=3)[N:10](S(C3C=CC(C)=CC=3)(=O)=O)[CH:9]=2)=[N:6][CH:7]=1.[Li+].[OH-]. Product: [F:1][C:2]1[C:3]([NH:28][CH:29]([C:33]([CH3:36])([CH3:35])[CH3:34])[CH2:30][CH2:31][OH:32])=[N:4][C:5]([C:8]2[C:16]3[C:11](=[N:12][CH:13]=[C:14]([F:17])[CH:15]=3)[NH:10][CH:9]=2)=[N:6][CH:7]=1. The catalyst class is: 38. (6) Reactant: [CH3:1][C:2]([CH3:20])([CH3:19])[CH2:3][N:4]1[C:12]2[C:7](=[N:8][C:9]([CH2:13][CH2:14][CH2:15]O)=[CH:10][CH:11]=2)[N:6]([CH3:17])[C:5]1=[O:18].C(N(CC)CC)C.CS(Cl)(=O)=O.[CH3:33][S:34]([N:37]1[CH2:42][CH2:41][NH:40][CH2:39][CH2:38]1)(=[O:36])=[O:35]. Product: [CH3:1][C:2]([CH3:20])([CH3:19])[CH2:3][N:4]1[C:12]2[C:7](=[N:8][C:9]([CH2:13][CH2:14][CH2:15][N:40]3[CH2:41][CH2:42][N:37]([S:34]([CH3:33])(=[O:36])=[O:35])[CH2:38][CH2:39]3)=[CH:10][CH:11]=2)[N:6]([CH3:17])[C:5]1=[O:18]. The catalyst class is: 12. (7) Reactant: [N+:1]([C:4]1[CH:9]=[C:8]([N+:10]([O-:12])=[O:11])[CH:7]=[CH:6][C:5]=1[CH2:13][CH2:14][OH:15])([O-:3])=[O:2].[F:16][C:17]([F:46])([C:42]([F:45])([F:44])[F:43])[CH2:18][CH2:19][CH2:20][O:21][C:22]1[CH:41]=[CH:40][C:25]([C:26]([O:28][C:29]2[CH:34]=[CH:33][C:32](/[CH:35]=[CH:36]/[C:37](O)=[O:38])=[CH:31][CH:30]=2)=[O:27])=[CH:24][CH:23]=1.Cl.CN(C)CCCN=C=NCC.CCCCCC. Product: [F:16][C:17]([F:46])([C:42]([F:43])([F:44])[F:45])[CH2:18][CH2:19][CH2:20][O:21][C:22]1[CH:41]=[CH:40][C:25]([C:26]([O:28][C:29]2[CH:34]=[CH:33][C:32](/[CH:35]=[CH:36]/[C:37]([O:15][CH2:14][CH2:13][C:5]3[CH:6]=[CH:7][C:8]([N+:10]([O-:12])=[O:11])=[CH:9][C:4]=3[N+:1]([O-:3])=[O:2])=[O:38])=[CH:31][CH:30]=2)=[O:27])=[CH:24][CH:23]=1. The catalyst class is: 119. (8) Reactant: [Cl:1][C:2]1[CH:3]=[CH:4][C:5]([OH:17])=[C:6]([C:8]2[N:13]=[C:12]([C:14]([OH:16])=[O:15])[CH:11]=[CH:10][CH:9]=2)[CH:7]=1.[N+:18]([O-])([OH:20])=[O:19]. Product: [Cl:1][C:2]1[CH:3]=[C:4]([N+:18]([O-:20])=[O:19])[C:5]([OH:17])=[C:6]([C:8]2[N:13]=[C:12]([C:14]([OH:16])=[O:15])[CH:11]=[CH:10][CH:9]=2)[CH:7]=1. The catalyst class is: 86.